From a dataset of HIV replication inhibition screening data with 41,000+ compounds from the AIDS Antiviral Screen. Binary Classification. Given a drug SMILES string, predict its activity (active/inactive) in a high-throughput screening assay against a specified biological target. (1) The compound is CCOC(=O)C1C=CC(C)C2CCCCC12N1CCCC1. The result is 0 (inactive). (2) The molecule is Clc1ccc2c(c1)[nH]c1c2nc2sccn21. The result is 0 (inactive).